This data is from Forward reaction prediction with 1.9M reactions from USPTO patents (1976-2016). The task is: Predict the product of the given reaction. Given the reactants Br[CH2:2][C:3]1[N:4]([CH3:28])[C:5]2[C:10]([N:11]=1)=[C:9]([N:12]1[CH2:17][CH2:16][O:15][CH2:14][CH2:13]1)[N:8]=[C:7]([N:18]1[C:22]3[CH:23]=[CH:24][CH:25]=[CH:26][C:21]=3[N:20]=[C:19]1[CH3:27])[N:6]=2.[CH:29]1([NH2:38])[C:37]2[C:32](=[CH:33][CH:34]=[CH:35][CH:36]=2)[CH2:31][CH2:30]1, predict the reaction product. The product is: [CH3:28][N:4]1[C:3]([CH2:2][NH:38][CH:29]2[C:37]3[C:32](=[CH:33][CH:34]=[CH:35][CH:36]=3)[CH2:31][CH2:30]2)=[N:11][C:10]2[C:5]1=[N:6][C:7]([N:18]1[C:22]3[CH:23]=[CH:24][CH:25]=[CH:26][C:21]=3[N:20]=[C:19]1[CH3:27])=[N:8][C:9]=2[N:12]1[CH2:17][CH2:16][O:15][CH2:14][CH2:13]1.